From a dataset of CYP1A2 inhibition data for predicting drug metabolism from PubChem BioAssay. Regression/Classification. Given a drug SMILES string, predict its absorption, distribution, metabolism, or excretion properties. Task type varies by dataset: regression for continuous measurements (e.g., permeability, clearance, half-life) or binary classification for categorical outcomes (e.g., BBB penetration, CYP inhibition). Dataset: cyp1a2_veith. The molecule is COc1ccc(/C=N/NC(=O)CCCOc2ccc(Cl)cc2Cl)cc1[N+](=O)[O-]. The result is 1 (inhibitor).